From a dataset of Full USPTO retrosynthesis dataset with 1.9M reactions from patents (1976-2016). Predict the reactants needed to synthesize the given product. (1) Given the product [F:49][C:48]([F:51])([F:50])[S:45]([O:1][C:2]1[C:3]2[CH2:23][N:22]([C:24](=[O:26])[CH3:25])[CH2:21][CH2:20][C:4]=2[N:5]=[C:6]([NH:8][C:9]2[CH:14]=[CH:13][C:12]([C:15]3[O:19][CH:18]=[N:17][CH:16]=3)=[CH:11][CH:10]=2)[N:7]=1)(=[O:47])=[O:46], predict the reactants needed to synthesize it. The reactants are: [OH:1][C:2]1[C:3]2[CH2:23][N:22]([C:24](=[O:26])[CH3:25])[CH2:21][CH2:20][C:4]=2[N:5]=[C:6]([NH:8][C:9]2[CH:14]=[CH:13][C:12]([C:15]3[O:19][CH:18]=[N:17][CH:16]=3)=[CH:11][CH:10]=2)[N:7]=1.N12CCCN=C1CCCCC2.C1C=CC(N([S:45]([C:48]([F:51])([F:50])[F:49])(=[O:47])=[O:46])[S:45]([C:48]([F:51])([F:50])[F:49])(=[O:47])=[O:46])=CC=1. (2) Given the product [CH:1]1([CH2:4][NH:5][CH2:6][C:7]2[CH:12]=[C:11]([C:23]3[CH:24]=[C:25]4[C:29](=[C:30]([C:32]([NH2:34])=[O:33])[CH:31]=3)[NH:28][CH:27]=[C:26]4[CH:35]3[CH2:36][CH2:37][N:38]([S:41]([CH2:44][CH3:45])(=[O:42])=[O:43])[CH2:39][CH2:40]3)[CH:10]=[N:9][CH:8]=2)[CH2:2][CH2:3]1, predict the reactants needed to synthesize it. The reactants are: [CH:1]1([CH2:4][NH:5][CH2:6][C:7]2[CH:8]=[N:9][CH:10]=[C:11](B3OC(C)(C)C(C)(C)O3)[CH:12]=2)[CH2:3][CH2:2]1.Br[C:23]1[CH:24]=[C:25]2[C:29](=[C:30]([C:32]([NH2:34])=[O:33])[CH:31]=1)[NH:28][CH:27]=[C:26]2[CH:35]1[CH2:40][CH2:39][N:38]([S:41]([CH2:44][CH3:45])(=[O:43])=[O:42])[CH2:37][CH2:36]1.O1CCOCC1.C(=O)([O-])[O-].[K+].[K+]. (3) Given the product [CH3:15][N:12]1[CH2:13][CH2:14][N:9]([CH2:8][CH2:7][O:6][C:5]2[CH:16]=[CH:17][C:2]([C:19]3[CH:20]=[C:21]4[C:27]([C:28]([O:30][CH3:31])=[O:29])=[CH:26][NH:25][C:22]4=[N:23][CH:24]=3)=[CH:3][CH:4]=2)[CH2:10][CH2:11]1, predict the reactants needed to synthesize it. The reactants are: Br[C:2]1[CH:17]=[CH:16][C:5]([O:6][CH2:7][CH2:8][N:9]2[CH2:14][CH2:13][N:12]([CH3:15])[CH2:11][CH2:10]2)=[CH:4][CH:3]=1.Br[C:19]1[CH:20]=[C:21]2[C:27]([C:28]([O:30][CH3:31])=[O:29])=[CH:26][NH:25][C:22]2=[N:23][CH:24]=1. (4) Given the product [NH2:9][C:5]1[C:6]([F:8])=[CH:7][C:2]([F:1])=[C:3]([OH:12])[CH:4]=1, predict the reactants needed to synthesize it. The reactants are: [F:1][C:2]1[CH:7]=[C:6]([F:8])[C:5]([N+:9]([O-])=O)=[CH:4][C:3]=1[OH:12]. (5) The reactants are: [Cl:1][C:2]1[C:3]([N+:9]([O-:11])=[O:10])=[C:4]([CH:6]=[CH:7][CH:8]=1)[NH2:5].C1C(=O)N([Br:19])C(=O)C1. Given the product [Br:19][C:8]1[CH:7]=[CH:6][C:4]([NH2:5])=[C:3]([N+:9]([O-:11])=[O:10])[C:2]=1[Cl:1], predict the reactants needed to synthesize it. (6) Given the product [OH:14][CH2:15][CH2:16][N:17]1[CH2:22][CH2:21][N:20]([C:2]2[NH:3][C:4](=[O:13])[C:5]3[C:10]([CH:11]=2)=[CH:9][C:8]([CH3:12])=[CH:7][CH:6]=3)[CH2:19][CH2:18]1, predict the reactants needed to synthesize it. The reactants are: Cl[C:2]1[NH:3][C:4](=[O:13])[C:5]2[C:10]([CH:11]=1)=[CH:9][C:8]([CH3:12])=[CH:7][CH:6]=2.[OH:14][CH2:15][CH2:16][N:17]1[CH2:22][CH2:21][NH:20][CH2:19][CH2:18]1.